This data is from NCI-60 drug combinations with 297,098 pairs across 59 cell lines. The task is: Regression. Given two drug SMILES strings and cell line genomic features, predict the synergy score measuring deviation from expected non-interaction effect. (1) Drug 1: CC1=CC2C(CCC3(C2CCC3(C(=O)C)OC(=O)C)C)C4(C1=CC(=O)CC4)C. Drug 2: C1CN(P(=O)(OC1)NCCCl)CCCl. Cell line: SK-MEL-28. Synergy scores: CSS=1.75, Synergy_ZIP=2.18, Synergy_Bliss=4.90, Synergy_Loewe=0.360, Synergy_HSA=0.676. (2) Drug 1: C1CN(P(=O)(OC1)NCCCl)CCCl. Drug 2: C1C(C(OC1N2C=NC(=NC2=O)N)CO)O. Cell line: M14. Synergy scores: CSS=-0.861, Synergy_ZIP=0.915, Synergy_Bliss=-1.17, Synergy_Loewe=-3.46, Synergy_HSA=-4.45. (3) Drug 1: CCCCCOC(=O)NC1=NC(=O)N(C=C1F)C2C(C(C(O2)C)O)O. Cell line: SR. Drug 2: CC1CCCC2(C(O2)CC(NC(=O)CC(C(C(=O)C(C1O)C)(C)C)O)C(=CC3=CSC(=N3)C)C)C. Synergy scores: CSS=77.5, Synergy_ZIP=2.98, Synergy_Bliss=2.98, Synergy_Loewe=-32.8, Synergy_HSA=2.37. (4) Synergy scores: CSS=14.2, Synergy_ZIP=-3.59, Synergy_Bliss=-0.182, Synergy_Loewe=-37.1, Synergy_HSA=-1.73. Cell line: BT-549. Drug 1: C1=NC2=C(N=C(N=C2N1C3C(C(C(O3)CO)O)O)F)N. Drug 2: CN1C(=O)N2C=NC(=C2N=N1)C(=O)N. (5) Drug 1: CCC1=C2CN3C(=CC4=C(C3=O)COC(=O)C4(CC)O)C2=NC5=C1C=C(C=C5)O. Drug 2: C1CN1C2=NC(=NC(=N2)N3CC3)N4CC4. Cell line: T-47D. Synergy scores: CSS=34.1, Synergy_ZIP=-7.27, Synergy_Bliss=0.721, Synergy_Loewe=1.22, Synergy_HSA=1.65. (6) Drug 1: CC1=C2C(C(=O)C3(C(CC4C(C3C(C(C2(C)C)(CC1OC(=O)C(C(C5=CC=CC=C5)NC(=O)C6=CC=CC=C6)O)O)OC(=O)C7=CC=CC=C7)(CO4)OC(=O)C)O)C)OC(=O)C. Drug 2: CN(C(=O)NC(C=O)C(C(C(CO)O)O)O)N=O. Cell line: IGROV1. Synergy scores: CSS=9.98, Synergy_ZIP=-10.4, Synergy_Bliss=-6.64, Synergy_Loewe=-27.3, Synergy_HSA=-6.87. (7) Drug 1: COC1=CC(=CC(=C1O)OC)C2C3C(COC3=O)C(C4=CC5=C(C=C24)OCO5)OC6C(C(C7C(O6)COC(O7)C8=CC=CS8)O)O. Drug 2: C1C(C(OC1N2C=NC3=C2NC=NCC3O)CO)O. Cell line: K-562. Synergy scores: CSS=43.2, Synergy_ZIP=-0.555, Synergy_Bliss=-0.478, Synergy_Loewe=-40.6, Synergy_HSA=0.320. (8) Drug 1: CN(CC1=CN=C2C(=N1)C(=NC(=N2)N)N)C3=CC=C(C=C3)C(=O)NC(CCC(=O)O)C(=O)O. Drug 2: C1=NNC2=C1C(=O)NC=N2. Cell line: ACHN. Synergy scores: CSS=40.3, Synergy_ZIP=-1.70, Synergy_Bliss=-1.95, Synergy_Loewe=-0.296, Synergy_HSA=-0.554. (9) Drug 1: CC(C1=C(C=CC(=C1Cl)F)Cl)OC2=C(N=CC(=C2)C3=CN(N=C3)C4CCNCC4)N. Drug 2: CC1=C(C=C(C=C1)NC2=NC=CC(=N2)N(C)C3=CC4=NN(C(=C4C=C3)C)C)S(=O)(=O)N.Cl. Cell line: SW-620. Synergy scores: CSS=13.7, Synergy_ZIP=4.79, Synergy_Bliss=10.2, Synergy_Loewe=-10.5, Synergy_HSA=0.367.